This data is from Reaction yield outcomes from USPTO patents with 853,638 reactions. The task is: Predict the reaction yield, written as a fraction of the theoretical maximum amount of product (1.0 means a 100% yield; for example, 0.34 means a 34% yield). (1) The reactants are [OH-].[Na+].[Cl:3][C:4]1[CH:29]=[C:28]([C:30]([NH:32][CH2:33][C:34]2[CH:39]=[CH:38][CH:37]=[C:36]([O:40]C(=O)C3C=C(F)C=C(F)C=3)[CH:35]=2)=[O:31])[CH:27]=[C:26]([CH3:51])[C:5]=1[C:6]([NH:8][C@H:9]([C:22]([O:24]C)=[O:23])[CH2:10][NH:11][C:12](=[O:21])[C:13]1[CH:18]=[C:17]([F:19])[CH:16]=[C:15]([F:20])[CH:14]=1)=[O:7]. The catalyst is CO. The product is [Cl:3][C:4]1[CH:29]=[C:28]([C:30]([NH:32][CH2:33][C:34]2[CH:39]=[CH:38][CH:37]=[C:36]([OH:40])[CH:35]=2)=[O:31])[CH:27]=[C:26]([CH3:51])[C:5]=1[C:6]([NH:8][C@H:9]([C:22]([OH:24])=[O:23])[CH2:10][NH:11][C:12](=[O:21])[C:13]1[CH:14]=[C:15]([F:20])[CH:16]=[C:17]([F:19])[CH:18]=1)=[O:7]. The yield is 0.430. (2) The reactants are [Li]CCCC.[C:6]([Si:10]([O:23][CH2:24][CH2:25][CH2:26][CH2:27][CH2:28][CH2:29][CH2:30][CH2:31][CH2:32][CH2:33][CH2:34][CH2:35][CH2:36][C:37]#[CH:38])([C:17]1[CH:22]=[CH:21][CH:20]=[CH:19][CH:18]=1)[C:11]1[CH:16]=[CH:15][CH:14]=[CH:13][CH:12]=1)([CH3:9])([CH3:8])[CH3:7].[CH2:39]=[O:40]. The catalyst is C1COCC1. The product is [Si:10]([O:23][CH2:24][CH2:25][CH2:26][CH2:27][CH2:28][CH2:29][CH2:30][CH2:31][CH2:32][CH2:33][CH2:34][CH2:35][CH2:36][C:37]#[C:38][CH2:39][OH:40])([C:6]([CH3:9])([CH3:8])[CH3:7])([C:17]1[CH:22]=[CH:21][CH:20]=[CH:19][CH:18]=1)[C:11]1[CH:16]=[CH:15][CH:14]=[CH:13][CH:12]=1. The yield is 0.680. (3) The reactants are CC1(C)C(C)(C)OB([C:9]2[CH:17]=[CH:16][CH:15]=[C:14]3[C:10]=2[CH:11]=[CH:12][NH:13]3)O1.Br[C:20]1[CH:25]=[CH:24][C:23]([F:26])=[CH:22][CH:21]=1.[OH-].[Na+]. The catalyst is C1COCC1.[Pd].C(OCC)(=O)C. The product is [F:26][C:23]1[CH:24]=[CH:25][C:20]([C:9]2[CH:17]=[CH:16][CH:15]=[C:14]3[C:10]=2[CH:11]=[CH:12][NH:13]3)=[CH:21][CH:22]=1. The yield is 0.800. (4) The reactants are [OH:1][C:2]1[CH:3]=[C:4]([CH:9]=[C:10]([O:13][CH3:14])[C:11]=1[OH:12])[C:5]([O:7][CH3:8])=[O:6].[C:15]([O-])([O-])=O.[K+].[K+]. The catalyst is CC(C)=O. The product is [CH3:14][O:13][C:10]1[C:11]2[O:12][CH2:15][O:1][C:2]=2[CH:3]=[C:4]([C:5]([O:7][CH3:8])=[O:6])[CH:9]=1. The yield is 0.800. (5) The reactants are [C:1](OCC)(=[O:3])[CH3:2].[H-].[Na+].[CH3:9][O:10][C:11]1[CH:16]=[CH:15][C:14]([C:17](=[O:19])[CH3:18])=[CH:13][CH:12]=1.S(=O)(=O)(O)O. The catalyst is C1COCC1.C(O)C.C1OCCOCCOCCOCCOCCOC1. The product is [CH3:9][O:10][C:11]1[CH:16]=[CH:15][C:14]([C:17](=[O:19])[CH2:18][C:1](=[O:3])[CH3:2])=[CH:13][CH:12]=1. The yield is 0.300. (6) The reactants are Br[C:2]1[C:11]2[CH2:10][CH2:9][CH2:8][C@@H:7]([NH:12][C:13](=[O:16])[CH2:14][CH3:15])[C:6]=2[CH:5]=[N:4][CH:3]=1.[F:17][C:18]([F:38])([F:37])[C:19]1[CH:24]=[C:23]([CH:25]2[CH2:27][CH2:26]2)[C:22](B2OC(C)(C)C(C)(C)O2)=[CH:21][CH:20]=1. No catalyst specified. The product is [CH:25]1([C:23]2[CH:24]=[C:19]([C:18]([F:17])([F:37])[F:38])[CH:20]=[CH:21][C:22]=2[C:2]2[C:11]3[CH2:10][CH2:9][CH2:8][C@@H:7]([NH:12][C:13](=[O:16])[CH2:14][CH3:15])[C:6]=3[CH:5]=[N:4][CH:3]=2)[CH2:26][CH2:27]1. The yield is 0.840. (7) The reactants are [Cl:1][C:2]1[CH:7]=[C:6]([Cl:8])[CH:5]=[CH:4][C:3]=1[C:9]1[N:10]=[C:11](/[CH:16]=[CH:17]/[C:18]2[CH:23]=[CH:22][C:21]([C:24]3[CH:29]=[CH:28][C:27]([OH:30])=[CH:26][CH:25]=3)=[CH:20][CH:19]=2)[N:12]([CH2:14][CH3:15])[CH:13]=1.Br[C:32]1[CH:33]=[N:34][CH:35]=[C:36]([CH:42]=1)[C:37]([O:39]CC)=[O:38]. No catalyst specified. The product is [Cl:1][C:2]1[CH:7]=[C:6]([Cl:8])[CH:5]=[CH:4][C:3]=1[C:9]1[N:10]=[C:11](/[CH:16]=[CH:17]/[C:18]2[CH:23]=[CH:22][C:21]([C:24]3[CH:25]=[CH:26][C:27]([O:30][C:32]4[CH:33]=[N:34][CH:35]=[C:36]([CH:42]=4)[C:37]([OH:39])=[O:38])=[CH:28][CH:29]=3)=[CH:20][CH:19]=2)[N:12]([CH2:14][CH3:15])[CH:13]=1. The yield is 0.230.